From a dataset of Full USPTO retrosynthesis dataset with 1.9M reactions from patents (1976-2016). Predict the reactants needed to synthesize the given product. (1) Given the product [Br:25][C:5]1[C:6]([C:10]2[CH:14]=[C:13]([O:15][CH:16]([F:18])[F:17])[N:12]([CH3:19])[N:11]=2)=[C:7]([Cl:9])[CH:8]=[C:2]([Cl:1])[C:3]=1[NH2:4], predict the reactants needed to synthesize it. The reactants are: [Cl:1][C:2]1[CH:8]=[C:7]([Cl:9])[C:6]([C:10]2[CH:14]=[C:13]([O:15][CH:16]([F:18])[F:17])[N:12]([CH3:19])[N:11]=2)=[CH:5][C:3]=1[NH2:4].C([O-])(=O)C.[Na+].[Br:25]Br. (2) Given the product [Br:1][C:2]1[CH:7]=[C:6]([F:8])[CH:5]=[CH:4][C:3]=1[CH:9]1[N:10]=[C:11]([C:22]2[S:23][CH:24]=[CH:25][N:26]=2)[NH:12][C:13]([CH2:20][N:28]2[CH2:33][CH2:32][O:31][CH2:30][CH:29]2[CH2:34][C:35]([OH:37])=[O:36])=[C:14]1[C:15]([O:17][CH2:18][CH3:19])=[O:16], predict the reactants needed to synthesize it. The reactants are: [Br:1][C:2]1[CH:7]=[C:6]([F:8])[CH:5]=[CH:4][C:3]=1[CH:9]1[C:14]([C:15]([O:17][CH2:18][CH3:19])=[O:16])=[C:13]([CH2:20]Br)[NH:12][C:11]([C:22]2[S:23][CH:24]=[CH:25][N:26]=2)=[N:10]1.Cl.[NH:28]1[CH2:33][CH2:32][O:31][CH2:30][CH:29]1[CH2:34][C:35]([OH:37])=[O:36]. (3) Given the product [F:1][C:2]1[CH:3]=[C:4]([N:5]=[C:15]=[S:16])[CH:6]=[CH:7][C:8]=1[N:9]1[C:13]([CH3:14])=[N:12][CH:11]=[N:10]1, predict the reactants needed to synthesize it. The reactants are: [F:1][C:2]1[CH:3]=[C:4]([CH:6]=[CH:7][C:8]=1[N:9]1[C:13]([CH3:14])=[N:12][CH:11]=[N:10]1)[NH2:5].[C:15](N1C=CC=CC1=O)(N1C=CC=CC1=O)=[S:16]. (4) Given the product [CH2:9]1[C:10]2[C:6](=[CH:5][C:4]([NH2:1])=[CH:12][CH:11]=2)[CH2:7][NH:8]1, predict the reactants needed to synthesize it. The reactants are: [N+:1]([C:4]1[CH:5]=[C:6]2[C:10](=[CH:11][CH:12]=1)[CH2:9][NH:8][CH2:7]2)([O-])=O.[H][H].